This data is from NCI-60 drug combinations with 297,098 pairs across 59 cell lines. The task is: Regression. Given two drug SMILES strings and cell line genomic features, predict the synergy score measuring deviation from expected non-interaction effect. Drug 1: CCC1(C2=C(COC1=O)C(=O)N3CC4=CC5=C(C=CC(=C5CN(C)C)O)N=C4C3=C2)O.Cl. Drug 2: CC1C(C(CC(O1)OC2CC(CC3=C2C(=C4C(=C3O)C(=O)C5=CC=CC=C5C4=O)O)(C(=O)C)O)N)O. Cell line: HT29. Synergy scores: CSS=34.3, Synergy_ZIP=-9.93, Synergy_Bliss=-13.0, Synergy_Loewe=-11.6, Synergy_HSA=-10.2.